Dataset: Peptide-MHC class I binding affinity with 185,985 pairs from IEDB/IMGT. Task: Regression. Given a peptide amino acid sequence and an MHC pseudo amino acid sequence, predict their binding affinity value. This is MHC class I binding data. (1) The peptide sequence is YTDVVPLVY. The MHC is HLA-A29:02 with pseudo-sequence HLA-A29:02. The binding affinity (normalized) is 0.735. (2) The binding affinity (normalized) is 0. The MHC is Mamu-B17 with pseudo-sequence Mamu-B17. The peptide sequence is ILSQEQEGCYY.